From a dataset of HIV replication inhibition screening data with 41,000+ compounds from the AIDS Antiviral Screen. Binary Classification. Given a drug SMILES string, predict its activity (active/inactive) in a high-throughput screening assay against a specified biological target. The result is 0 (inactive). The molecule is COc1ccc(CN(CCN(C)C)c2ccccn2)cc1.Cn1c(=O)c2nc(Br)[nH]c2n(C)c1=O.